The task is: Predict the reaction yield, written as a fraction of the theoretical maximum amount of product (1.0 means a 100% yield; for example, 0.34 means a 34% yield).. This data is from Reaction yield outcomes from USPTO patents with 853,638 reactions. (1) The reactants are B(Br)(Br)Br.[F:5][C:6]1[CH:39]=[CH:38][CH:37]=[C:36]([F:40])[C:7]=1[CH2:8][NH:9][C:10]1[C:15]([C:16]2[CH:21]=[CH:20][CH:19]=[CH:18][C:17]=2[O:22]C)=[CH:14][N:13]=[C:12]([N:24]2[CH2:29][CH2:28][CH:27]([N:30]3[CH2:35][CH2:34][CH2:33][CH2:32][CH2:31]3)[CH2:26][CH2:25]2)[N:11]=1.C(=O)([O-])O.[Na+]. The catalyst is ClCCl. The product is [F:5][C:6]1[CH:39]=[CH:38][CH:37]=[C:36]([F:40])[C:7]=1[CH2:8][NH:9][C:10]1[C:15]([C:16]2[CH:21]=[CH:20][CH:19]=[CH:18][C:17]=2[OH:22])=[CH:14][N:13]=[C:12]([N:24]2[CH2:25][CH2:26][CH:27]([N:30]3[CH2:31][CH2:32][CH2:33][CH2:34][CH2:35]3)[CH2:28][CH2:29]2)[N:11]=1. The yield is 0.370. (2) The reactants are [CH3:1][C:2]1[N:3]=[C:4]([N:10]2[CH2:14][CH2:13][N:12]([CH2:15][C:16]3[CH:21]=[CH:20][N:19]=[CH:18][CH:17]=3)[C:11]2=[O:22])[S:5][C:6]=1[C:7]([OH:9])=O.F[P-](F)(F)(F)(F)F.N1(O[P+](N(C)C)(N(C)C)N(C)C)C2C=CC=CC=2N=N1.C(N(C(C)C)CC)(C)C.[NH2:59][CH2:60][C:61]1[CH:62]=[N:63][CH:64]=[CH:65][CH:66]=1. The catalyst is CN(C)C=O. The product is [CH3:1][C:2]1[N:3]=[C:4]([N:10]2[CH2:14][CH2:13][N:12]([CH2:15][C:16]3[CH:21]=[CH:20][N:19]=[CH:18][CH:17]=3)[C:11]2=[O:22])[S:5][C:6]=1[C:7]([NH:59][CH2:60][C:61]1[CH:62]=[N:63][CH:64]=[CH:65][CH:66]=1)=[O:9]. The yield is 0.100. (3) The reactants are [NH2:1][C:2]1[C:11]2[C:6](=[C:7](I)[C:8]([F:12])=[CH:9][CH:10]=2)[N:5]=[N:4][C:3]=1[C:14]([NH:16][CH2:17][CH2:18][CH3:19])=[O:15].[CH3:20][C:21]1[CH:26]=[CH:25][C:24]([F:27])=[CH:23][C:22]=1B(O)O. No catalyst specified. The product is [NH2:1][C:2]1[C:11]2[C:6](=[C:7]([C:26]3[CH:25]=[C:24]([F:27])[CH:23]=[CH:22][C:21]=3[CH3:20])[C:8]([F:12])=[CH:9][CH:10]=2)[N:5]=[N:4][C:3]=1[C:14]([NH:16][CH2:17][CH2:18][CH3:19])=[O:15]. The yield is 0.580. (4) The product is [CH3:18][C:16]1[N:17]=[C:9]2[C:8]([NH:7][CH2:6][C:5]3[C:4]([CH3:25])=[CH:3][C:2]([F:1])=[CH:23][C:22]=3[CH3:24])=[CH:13][C:12]([CH3:14])=[CH:11][N:10]2[CH:15]=1. The reactants are [F:1][C:2]1[CH:23]=[C:22]([CH3:24])[C:5]([CH2:6][NH:7][C:8]2[C:9]3[N:10]([C:15](C(O)=O)=[C:16]([CH3:18])[N:17]=3)[CH:11]=[C:12]([CH3:14])[CH:13]=2)=[C:4]([CH3:25])[CH:3]=1.C1(OC2C=CC=CC=2)C=CC=CC=1.[Cl-]. The yield is 0.500. The catalyst is C(OCC)C.